From a dataset of Full USPTO retrosynthesis dataset with 1.9M reactions from patents (1976-2016). Predict the reactants needed to synthesize the given product. (1) Given the product [C:14]([NH:13][C:9]1[CH:8]=[C:7]([C:4]2[CH2:5][CH2:6][N:1]([CH2:19][CH2:20][CH2:21][NH:22][C:23](=[O:29])[O:24][C:25]([CH3:28])([CH3:27])[CH3:26])[CH2:2][CH:3]=2)[CH:12]=[CH:11][CH:10]=1)(=[O:16])[CH3:15], predict the reactants needed to synthesize it. The reactants are: [NH:1]1[CH2:6][CH:5]=[C:4]([C:7]2[CH:8]=[C:9]([NH:13][C:14](=[O:16])[CH3:15])[CH:10]=[CH:11][CH:12]=2)[CH2:3][CH2:2]1.Cl.Br[CH2:19][CH2:20][CH2:21][NH:22][C:23](=[O:29])[O:24][C:25]([CH3:28])([CH3:27])[CH3:26].C(=O)([O-])[O-].[K+].[K+]. (2) Given the product [OH:4][C@H:5]([CH2:11][C:12]1[CH:17]=[CH:16][CH:15]=[CH:14][C:13]=1[O:18][CH2:33][C:31]1[CH:30]=[CH:29][N:28]=[C:27]([C:22]2[CH:23]=[CH:24][CH:25]=[CH:26][C:21]=2[O:20][CH3:19])[N:32]=1)[C:6]([OH:8])=[O:7], predict the reactants needed to synthesize it. The reactants are: C([O:4][C@H:5]([CH2:11][C:12]1[CH:17]=[CH:16][CH:15]=[CH:14][C:13]=1[OH:18])[C:6]([O:8]CC)=[O:7])(=O)C.[CH3:19][O:20][C:21]1[CH:26]=[CH:25][CH:24]=[CH:23][C:22]=1[C:27]1[N:32]=[C:31]([CH2:33]O)[CH:30]=[CH:29][N:28]=1.C1(P(C2C=CC=CC=2)C2C=CC=CC=2)C=CC=CC=1.CCOC(/N=N/C(OCC)=O)=O. (3) Given the product [ClH:41].[NH:1]1[C:5]2[CH:6]=[CH:7][CH:8]=[CH:9][C:4]=2[N:3]=[C:2]1[NH:10][C:11]([C:13]1[N:14]=[CH:15][NH:16][C:17]=1[C:18]([NH:20][C:21]1[CH:40]=[CH:39][C:24]([O:25][CH:26]2[CH2:31][CH2:30][NH:29][CH2:28][CH2:27]2)=[CH:23][C:22]=1[Cl:42])=[O:19])=[O:12], predict the reactants needed to synthesize it. The reactants are: [NH:1]1[C:5]2[CH:6]=[CH:7][CH:8]=[CH:9][C:4]=2[N:3]=[C:2]1[NH:10][C:11]([C:13]1[N:14]=[CH:15][NH:16][C:17]=1[C:18]([NH:20][C:21]1[CH:40]=[CH:39][C:24]([O:25][CH:26]2[CH2:31][CH2:30][N:29](C(OC(C)(C)C)=O)[CH2:28][CH2:27]2)=[C:23]([Cl:41])[CH:22]=1)=[O:19])=[O:12].[ClH:42]. (4) Given the product [NH2:1][C:2]1[C:11]2[C:6](=[C:7]([C:21]3[CH:22]=[CH:23][CH:24]=[C:25]([O:26][CH3:27])[C:20]=3[F:19])[CH:8]=[CH:9][CH:10]=2)[N:5]=[N:4][C:3]=1[C:13]([NH:15][CH:16]1[CH2:18][CH2:17]1)=[O:14], predict the reactants needed to synthesize it. The reactants are: [NH2:1][C:2]1[C:11]2[C:6](=[C:7](Br)[CH:8]=[CH:9][CH:10]=2)[N:5]=[N:4][C:3]=1[C:13]([NH:15][CH:16]1[CH2:18][CH2:17]1)=[O:14].[F:19][C:20]1[C:25]([O:26][CH3:27])=[CH:24][CH:23]=[CH:22][C:21]=1B(O)O. (5) Given the product [C:1]([O:5][C:6](=[O:22])[CH2:7][CH2:8][NH2:9])([CH3:4])([CH3:3])[CH3:2], predict the reactants needed to synthesize it. The reactants are: [C:1]([O:5][C:6](=[O:22])[CH2:7][C@@H:8](CO)[NH:9]C(OCC1C=CC=CC=1)=O)([CH3:4])([CH3:3])[CH3:2].C(N(CC)CC)C.CS(Cl)(=O)=O.O.